Dataset: Forward reaction prediction with 1.9M reactions from USPTO patents (1976-2016). Task: Predict the product of the given reaction. (1) Given the reactants [Si]([C:8]#[C:9][C:10]1[S:14][C:13]([NH:15][C:16]2[CH:21]=[CH:20][CH:19]=[C:18]([CH2:22][N:23]3[CH2:28][CH2:27][O:26][CH2:25][CH2:24]3)[N:17]=2)=[C:12]([C:29]([NH2:31])=[O:30])[CH:11]=1)(C(C)(C)C)(C)C.CCCC[N+](CCCC)(CCCC)CCCC.[F-], predict the reaction product. The product is: [C:9]([C:10]1[S:14][C:13]([NH:15][C:16]2[CH:21]=[CH:20][CH:19]=[C:18]([CH2:22][N:23]3[CH2:24][CH2:25][O:26][CH2:27][CH2:28]3)[N:17]=2)=[C:12]([C:29]([NH2:31])=[O:30])[CH:11]=1)#[CH:8]. (2) Given the reactants [N:1]1[CH:6]=[CH:5][CH:4]=[N:3][C:2]=1[O:7][C:8]1[CH:9]=[C:10]([CH2:14][OH:15])[CH:11]=[CH:12][CH:13]=1.CC(OI1(OC(C)=O)(OC(C)=O)OC(=O)C2C=CC=CC1=2)=O, predict the reaction product. The product is: [N:1]1[CH:6]=[CH:5][CH:4]=[N:3][C:2]=1[O:7][C:8]1[CH:9]=[C:10]([CH:11]=[CH:12][CH:13]=1)[CH:14]=[O:15].